This data is from Peptide-MHC class I binding affinity with 185,985 pairs from IEDB/IMGT. The task is: Regression. Given a peptide amino acid sequence and an MHC pseudo amino acid sequence, predict their binding affinity value. This is MHC class I binding data. (1) The peptide sequence is CRTAFKPVL. The MHC is HLA-B58:01 with pseudo-sequence HLA-B58:01. The binding affinity (normalized) is 0.0847. (2) The peptide sequence is ATVSADPL. The MHC is HLA-A02:02 with pseudo-sequence HLA-A02:02. The binding affinity (normalized) is 0. (3) The peptide sequence is SQLPPACPV. The MHC is HLA-B51:01 with pseudo-sequence HLA-B51:01. The binding affinity (normalized) is 0.0847. (4) The peptide sequence is RAKYAFDPM. The MHC is H-2-Kb with pseudo-sequence H-2-Kb. The binding affinity (normalized) is 0.0822. (5) The peptide sequence is LPGPQVTAVLLHEES. The MHC is HLA-B57:01 with pseudo-sequence HLA-B57:01. The binding affinity (normalized) is 0.00625. (6) The peptide sequence is RMCHEGINP. The MHC is H-2-Kb with pseudo-sequence H-2-Kb. The binding affinity (normalized) is 0. (7) The peptide sequence is YTKVVPLVY. The MHC is HLA-B57:01 with pseudo-sequence HLA-B57:01. The binding affinity (normalized) is 0.496.